From a dataset of M1 muscarinic receptor agonist screen with 61,833 compounds. Binary Classification. Given a drug SMILES string, predict its activity (active/inactive) in a high-throughput screening assay against a specified biological target. (1) The drug is O(C(=O)c1cc(Nc2nc3c(nc2C)cccc3)ccc1)C. The result is 0 (inactive). (2) The compound is O=c1n2c(cc3n(C(C)C)\c(=N\C(=O)c4occc4)c(cc13)C#N)cccc2. The result is 0 (inactive). (3) The compound is S(=O)(=O)(N1CCOCC1)c1cc(ccc1)C(=O)Nc1cc2OCCOc2cc1. The result is 0 (inactive). (4) The drug is O=C(N1CCCCC1)c1c(c2[nH]c3c(n2)cccc3)cccc1. The result is 0 (inactive). (5) The molecule is O=C1N(C(\C(C1=O)=C(/O)c1ccc(OC)cc1)c1c(OC)ccc(OC)c1)Cc1occc1. The result is 0 (inactive). (6) The drug is S(C=1NC(=C(C(C1C#N)c1ccccc1)C(OCC=C)=O)C)CC(=O)N(CC)CC. The result is 0 (inactive). (7) The result is 0 (inactive). The compound is s1c2c(CCC2)c(c1NC(=O)CSc1n(c(nn1)c1occc1)c1ccccc1)C(=O)N. (8) The molecule is S\1C(Cc2ccc(cc2)C)C(=O)N(C1=C(/C(=O)NCc1occc1)C#N)c1ccccc1. The result is 0 (inactive). (9) The molecule is S(CC=1NC(=O)NC(C1C(OCC)=O)c1cc2OCOc2cc1)c1n(ccn1)C. The result is 0 (inactive). (10) The compound is S(c1n(c(nn1)Cc1[nH]c(=O)[nH]c(=O)c1)c1cc(OC)ccc1)CC(=O)Nc1ccccc1. The result is 0 (inactive).